This data is from HIV replication inhibition screening data with 41,000+ compounds from the AIDS Antiviral Screen. The task is: Binary Classification. Given a drug SMILES string, predict its activity (active/inactive) in a high-throughput screening assay against a specified biological target. (1) The drug is COc1cc(C)cc2c1C(=O)C(Br)CC2. The result is 0 (inactive). (2) The compound is CCC1CN2CCc3c([nH]c4ccccc34)C2CC1C(=COC)C(=O)OC. The result is 0 (inactive). (3) The drug is COc1cc(Cc2nccc3cc(OC)c(OC)cc23)c(N=NN(C)C)cc1OC. The result is 0 (inactive). (4) The molecule is CSc1nc(O)c2c(n1)NC(c1ccccc1)CC(c1ccccc1)=N2. The result is 0 (inactive). (5) The drug is COc1nc(O)c2nn[nH]c2n1. The result is 0 (inactive). (6) The molecule is C#CCN(Cc1ccc2nc(-c3ccccc3)c(N)nc2c1)c1cc(OC)c(OC)c(OC)c1. The result is 0 (inactive).